From a dataset of M1 muscarinic receptor antagonist screen with 61,756 compounds. Binary Classification. Given a drug SMILES string, predict its activity (active/inactive) in a high-throughput screening assay against a specified biological target. (1) The compound is s1c2c(CC(OC2)(C)C)c2c1ncnc2N. The result is 0 (inactive). (2) The drug is O=c1[nH]c2c(cc1C(N1CCc3c1cccc3)c1n(nnn1)C1CCCC1)cc(OC)c(OC)c2. The result is 0 (inactive). (3) The drug is O=C(N1CCN(CC1)Cc1n(ccc1)C)COc1ccccc1. The result is 0 (inactive). (4) The molecule is S(c1n(CCN2CCOCC2)c(=O)c2c(n1)cccc2)CC(=O)Nc1ccc(CC)cc1. The result is 0 (inactive).